This data is from Reaction yield outcomes from USPTO patents with 853,638 reactions. The task is: Predict the reaction yield, written as a fraction of the theoretical maximum amount of product (1.0 means a 100% yield; for example, 0.34 means a 34% yield). (1) The reactants are [NH2:1][C:2]1[C:7]2[N:8]([CH3:15])[CH2:9][CH2:10][N:11]([CH3:14])[C:12](=[O:13])[C:6]=2[CH:5]=[CH:4][CH:3]=1.Cl[C:17]1[N:22]=[C:21]([NH:23][C@@H:24]2[CH2:29][CH2:28][CH2:27][CH2:26][C@H:25]2[NH:30][S:31]([CH3:34])(=[O:33])=[O:32])[C:20]([Cl:35])=[CH:19][N:18]=1.Cl. The catalyst is C(O)(C)C.O1CCOCC1.C(Cl)Cl. The product is [Cl:35][C:20]1[C:21]([NH:23][C@@H:24]2[CH2:29][CH2:28][CH2:27][CH2:26][C@H:25]2[NH:30][S:31]([CH3:34])(=[O:33])=[O:32])=[N:22][C:17]([NH:1][C:2]2[C:7]3[N:8]([CH3:15])[CH2:9][CH2:10][N:11]([CH3:14])[C:12](=[O:13])[C:6]=3[CH:5]=[CH:4][CH:3]=2)=[N:18][CH:19]=1. The yield is 0.220. (2) The reactants are Br[C:2]1[CH:7]=[CH:6][C:5]([C:8]2[CH:9]=[CH:10][C:11]([C:21]3[CH:26]=[CH:25][CH:24]=[CH:23][N:22]=3)=[N:12][C:13]=2[C:14]2[CH:19]=[CH:18][C:17](Br)=[CH:16][CH:15]=2)=[CH:4][CH:3]=1.[C:27](=[O:30])([O-])[O-].[Na+].[Na+].[O:33]1[C:37]2[CH:38]=[CH:39][CH:40]=[CH:41][C:36]=2[N:35]=[C:34]1[C:42]1[CH:47]=[CH:46][C:45](B(O)O)=[CH:44][CH:43]=1.[C:51]1([CH3:57])[CH:56]=[CH:55][CH:54]=[CH:53][CH:52]=1. The catalyst is C1C=CC([P]([Pd]([P](C2C=CC=CC=2)(C2C=CC=CC=2)C2C=CC=CC=2)([P](C2C=CC=CC=2)(C2C=CC=CC=2)C2C=CC=CC=2)[P](C2C=CC=CC=2)(C2C=CC=CC=2)C2C=CC=CC=2)(C2C=CC=CC=2)C2C=CC=CC=2)=CC=1.CO.O.C(O)C. The product is [N:12]1[C:13]([C:14]2[CH:15]=[CH:16][C:17]([C:45]3[CH:46]=[CH:47][C:42]([C:34]4[O:33][C:37]5[CH:38]=[CH:39][CH:40]=[CH:41][C:36]=5[N:35]=4)=[CH:43][CH:44]=3)=[CH:18][CH:19]=2)=[C:8]([C:5]2[CH:6]=[CH:7][C:2]([C:54]3[CH:55]=[CH:56][C:51]([C:57]4[O:30][C:27]5[CH:5]=[CH:8][CH:9]=[CH:10][C:11]=5[N:12]=4)=[CH:52][CH:53]=3)=[CH:3][CH:4]=2)[CH:9]=[CH:10][C:11]=1[C:21]1[CH:26]=[CH:25][CH:24]=[CH:23][N:22]=1. The yield is 0.540. (3) The reactants are [CH2:1]([N:8]1[C@@H:13]([CH2:14][OH:15])[CH2:12][NH:11][CH2:10][C:9]1=[O:16])[C:2]1[CH:7]=[CH:6][CH:5]=[CH:4][CH:3]=1.C(N(CC)CC)C.[CH3:24][C:25]([Si:28](Cl)([CH3:30])[CH3:29])([CH3:27])[CH3:26]. The catalyst is C(Cl)Cl.CN(C1C=CN=CC=1)C.O. The product is [CH2:1]([N:8]1[C@@H:13]([CH2:14][O:15][Si:28]([C:25]([CH3:27])([CH3:26])[CH3:24])([CH3:30])[CH3:29])[CH2:12][NH:11][CH2:10][C:9]1=[O:16])[C:2]1[CH:3]=[CH:4][CH:5]=[CH:6][CH:7]=1. The yield is 0.890. (4) The reactants are [Cl:1][C:2]([Cl:15])=[C:3]1[CH:7]2[C:8]3[C:9](N)=[CH:10][CH:11]=[CH:12][C:13]=3[CH:4]1[CH2:5][CH2:6]2.[BrH:16].N([O-])=O.[Na+]. The catalyst is O.[Cu]Br. The product is [Br:16][C:9]1[CH:10]=[CH:11][CH:12]=[C:13]2[C:8]=1[CH:7]1[C:3](=[C:2]([Cl:15])[Cl:1])[CH:4]2[CH2:5][CH2:6]1. The yield is 0.300. (5) The reactants are [C:1]([Cu])#[N:2].Br[C:5]1[CH:14]=[C:13]2[C:8]([CH:9]=[CH:10][C:11](=[O:20])[N:12]2[CH2:15][C:16]([O:18][CH3:19])=[O:17])=[CH:7][CH:6]=1. The catalyst is CN(C=O)C.CCOCC.C1C=CC([P]([Pd]([P](C2C=CC=CC=2)(C2C=CC=CC=2)C2C=CC=CC=2)([P](C2C=CC=CC=2)(C2C=CC=CC=2)C2C=CC=CC=2)[P](C2C=CC=CC=2)(C2C=CC=CC=2)C2C=CC=CC=2)(C2C=CC=CC=2)C2C=CC=CC=2)=CC=1. The product is [C:1]([C:5]1[CH:14]=[C:13]2[C:8]([CH:9]=[CH:10][C:11](=[O:20])[N:12]2[CH2:15][C:16]([O:18][CH3:19])=[O:17])=[CH:7][CH:6]=1)#[N:2]. The yield is 0.710. (6) The reactants are [C:1]1([N:7]2[C:12](=[O:13])[NH:11][C:10](=[O:14])[C:9]([C:15]#[N:16])=[N:8]2)[CH:6]=[CH:5][CH:4]=[CH:3][CH:2]=1.[CH3:17]N(C=O)C.[H-].[Na+].Br[CH2:25][CH:26]=[CH2:27]. The catalyst is O. The product is [C:1]1([N:7]2[C:12](=[O:13])[N:11]([CH2:27][CH2:26][CH2:25][CH3:17])[C:10](=[O:14])[C:9]([C:15]#[N:16])=[N:8]2)[CH:2]=[CH:3][CH:4]=[CH:5][CH:6]=1. The yield is 0.820. (7) The reactants are CO[CH:3]=[C:4]1[C:13]2[C:8](=[CH:9][CH:10]=[CH:11][CH:12]=2)[C:7](=O)[NH:6][C:5]1=O.[CH3:16][N:17]1[CH2:22][CH2:21][N:20]([C:23]2[CH:28]=[CH:27][C:26]([NH2:29])=[CH:25][CH:24]=2)[CH2:19][CH2:18]1. The catalyst is CN(C)C=O. The product is [CH3:16][N:17]1[CH2:18][CH2:19][N:20]([C:23]2[CH:28]=[CH:27][C:26]([NH:29]/[CH:3]=[C:4]3\[CH2:5][N:6]=[CH:7][C:8]4[C:13]\3=[CH:12][CH:11]=[CH:10][CH:9]=4)=[CH:25][CH:24]=2)[CH2:21][CH2:22]1. The yield is 0.900.